From a dataset of Full USPTO retrosynthesis dataset with 1.9M reactions from patents (1976-2016). Predict the reactants needed to synthesize the given product. (1) Given the product [C:14]([CH2:13][C:10]1[CH:11]=[CH:12][C:4]([Cl:3])=[C:5]([CH:9]=1)[C:6]([OH:8])=[O:7])([OH:16])=[O:1], predict the reactants needed to synthesize it. The reactants are: [OH-:1].[K+].[Cl:3][C:4]1[CH:12]=[CH:11][C:10]([CH2:13][C:14]#N)=[CH:9][C:5]=1[C:6]([OH:8])=[O:7].[OH2:16]. (2) Given the product [CH2:1]([C:8]1[CH:13]=[C:12]([N+:16]([O-:18])=[O:17])[C:11]([OH:14])=[C:10]([Br:15])[CH:9]=1)[C:2]1[CH:3]=[CH:4][CH:5]=[CH:6][CH:7]=1, predict the reactants needed to synthesize it. The reactants are: [CH2:1]([C:8]1[CH:13]=[CH:12][C:11]([OH:14])=[C:10]([Br:15])[CH:9]=1)[C:2]1[CH:7]=[CH:6][CH:5]=[CH:4][CH:3]=1.[N+:16]([O-])([OH:18])=[O:17].[NH4+].[OH-]. (3) Given the product [Br:8][C:4]1[N:3]=[C:2]([NH:13][CH2:12][CH:9]2[CH2:11][CH2:10]2)[CH:7]=[CH:6][CH:5]=1, predict the reactants needed to synthesize it. The reactants are: Br[C:2]1[CH:7]=[CH:6][CH:5]=[C:4]([Br:8])[N:3]=1.[CH:9]1([CH2:12][NH2:13])[CH2:11][CH2:10]1.